Task: Predict the product of the given reaction.. Dataset: Forward reaction prediction with 1.9M reactions from USPTO patents (1976-2016) Given the reactants [CH3:1][N:2]1[CH2:7][CH2:6][NH:5][CH2:4][CH2:3]1.Br[CH2:9][CH2:10][Cl:11], predict the reaction product. The product is: [ClH:11].[ClH:11].[Cl:11][CH2:10][CH2:9][N:5]1[CH2:6][CH2:7][N:2]([CH3:1])[CH2:3][CH2:4]1.